Dataset: Reaction yield outcomes from USPTO patents with 853,638 reactions. Task: Predict the reaction yield, written as a fraction of the theoretical maximum amount of product (1.0 means a 100% yield; for example, 0.34 means a 34% yield). (1) The reactants are C([O:8][C:9]1[CH:17]=[C:16]2[C:12]([CH:13]=[CH:14][N:15]2[C:18]2[N:22]([CH3:23])[N:21]=[C:20]([CH3:24])[C:19]=2[CH:25]=[O:26])=[CH:11][CH:10]=1)C1C=CC=CC=1.[H][H]. The catalyst is CO.[C].[Pd]. The product is [OH:8][C:9]1[CH:17]=[C:16]2[C:12]([CH2:13][CH2:14][N:15]2[C:18]2[N:22]([CH3:23])[N:21]=[C:20]([CH3:24])[C:19]=2[CH:25]=[O:26])=[CH:11][CH:10]=1. The yield is 0.480. (2) The reactants are CN(C(ON1N=N[C:11]2[CH:12]=[CH:13][CH:14]=N[C:10]1=2)=[N+](C)C)C.F[P-](F)(F)(F)(F)F.[NH2:25][CH:26]([C:32]([C:34]1[CH:39]=[CH:38][C:37]([Br:40])=[CH:36][CH:35]=1)=[O:33])[CH2:27][C:28]([O:30][CH3:31])=[O:29].[C:41]([N:48]1[CH2:55][CH2:54][CH2:53][C@H:49]1[C:50]([OH:52])=[O:51])([O:43][C:44]([CH3:47])([CH3:46])[CH3:45])=[O:42].[CH3:56]CN(C(C)C)C(C)C.C([O-])(O)=O.[Na+]. The catalyst is CN(C=O)C.C(OCC)(=O)C.O. The product is [CH2:31]([O:30][C:28](=[O:29])[CH2:27][CH:26]([NH:25][C:50]([C@@H:49]1[CH2:53][CH2:54][CH2:55][N:48]1[C:41]([O:43][C:44]([CH3:45])([CH3:46])[CH3:47])=[O:42])=[O:52])[C:32]([C:34]1[CH:35]=[CH:36][C:37]([Br:40])=[CH:38][CH:39]=1)=[O:33])[C:10]1[CH:56]=[CH:14][CH:13]=[CH:12][CH:11]=1.[CH3:31][O:30][C:28](=[O:29])[CH2:27][CH:26]([NH:25][C:50]([C@@H:49]1[CH2:53][CH2:54][CH2:55][N:48]1[C:41]([O:43][C:44]([CH3:47])([CH3:46])[CH3:45])=[O:42])=[O:51])[C:32]([C:34]1[CH:35]=[CH:36][C:37]([Br:40])=[CH:38][CH:39]=1)=[O:33]. The yield is 0.0870. (3) The yield is 0.270. The product is [CH3:1][N:2]1[CH2:8][CH2:7][CH2:6][N:5]([C:9]2[C:10]([NH2:28])=[N:11][CH:12]=[C:13]([C:15]3[CH:19]=[CH:18][NH:17][N:16]=3)[N:14]=2)[CH2:4][CH2:3]1. The catalyst is C(O)(C(F)(F)F)=O.O. The reactants are [CH3:1][N:2]1[CH2:8][CH2:7][CH2:6][N:5]([C:9]2[C:10]([NH2:28])=[N:11][CH:12]=[C:13]([C:15]3[CH:19]=[CH:18][N:17](COCC[Si](C)(C)C)[N:16]=3)[N:14]=2)[CH2:4][CH2:3]1. (4) The reactants are [Cl:1][C:2]1[CH:17]=[C:16]([C:18]([F:21])([F:20])[F:19])[CH:15]=[CH:14][C:3]=1[O:4][C:5]1[CH:10]=[CH:9][C:8]([CH2:11][C:12]#[N:13])=[CH:7][CH:6]=1.N.[H][H].Cl. The catalyst is [Ni].C(O)C. The product is [ClH:1].[Cl:1][C:2]1[CH:17]=[C:16]([C:18]([F:19])([F:21])[F:20])[CH:15]=[CH:14][C:3]=1[O:4][C:5]1[CH:6]=[CH:7][C:8]([CH2:11][CH2:12][NH2:13])=[CH:9][CH:10]=1. The yield is 0.979. (5) The reactants are [Br:1][C:2]1[CH:3]=[C:4]([CH:8]=O)[CH:5]=[N:6][CH:7]=1.[CH3:10][C@H:11]1[O:16][C@@H:15]([CH3:17])[CH2:14][NH:13][CH2:12]1.C(O[BH-](OC(=O)C)OC(=O)C)(=O)C.[Na+]. The catalyst is ClCCl. The product is [Br:1][C:2]1[CH:3]=[C:4]([CH2:8][N:13]2[CH2:12][C@H:11]([CH3:10])[O:16][C@H:15]([CH3:17])[CH2:14]2)[CH:5]=[N:6][CH:7]=1. The yield is 0.390. (6) The reactants are [F:1][C:2]1[CH:7]=[CH:6][C:5]([C:8]2[O:9][CH:10]=[C:11]([C:13]([CH3:17])([CH3:16])[CH2:14][NH2:15])[N:12]=2)=[CH:4][CH:3]=1.[F:18][CH:19]([F:36])[C:20]([C:22]1[S:26][C:25]([C:27]2[CH:28]=[C:29]([CH:33]=[CH:34][CH:35]=2)[C:30](O)=[O:31])=[CH:24][CH:23]=1)=[O:21]. No catalyst specified. The product is [F:36][CH:19]([F:18])[C:20]([C:22]1[S:26][C:25]([C:27]2[CH:28]=[C:29]([CH:33]=[CH:34][CH:35]=2)[C:30]([NH:15][CH2:14][C:13]([C:11]2[N:12]=[C:8]([C:5]3[CH:4]=[CH:3][C:2]([F:1])=[CH:7][CH:6]=3)[O:9][CH:10]=2)([CH3:17])[CH3:16])=[O:31])=[CH:24][CH:23]=1)=[O:21]. The yield is 0.340. (7) The reactants are Cl[C:2]1[CH:11]=[C:10]([CH3:12])[C:9]2[C:4](=[CH:5][C:6](N(C)C)=[CH:7][CH:8]=2)[N:3]=1.[C:16]([O:20]CC)(=O)[NH:17][NH2:18].Cl.[CH2:24](O)[CH3:25]. The catalyst is O1CCOCC1. The product is [CH3:12][C:10]1[C:9]2[C:4](=[CH:5][C:6]([C:25]3[CH:24]=[CH:4][N:3]=[CH:2][CH:11]=3)=[CH:7][CH:8]=2)[N:3]2[C:16](=[O:20])[NH:17][N:18]=[C:2]2[CH:11]=1. The yield is 0.574. (8) The reactants are [Br:1][C:2]1[NH:6][C:5]2[CH:7]=[CH:8][CH:9]=[CH:10][C:4]=2[N:3]=1.[CH2:11](Br)[CH:12]=[CH2:13].O1CCOCC1.[OH-].[Na+]. The catalyst is C(OCC)(=O)C. The product is [CH2:13]([N:3]1[C:4]2[CH:10]=[CH:9][CH:8]=[CH:7][C:5]=2[N:6]=[C:2]1[Br:1])[CH:12]=[CH2:11]. The yield is 0.520. (9) The reactants are C[O:2][C:3](=[O:32])[C:4]1[CH:9]=[CH:8][C:7]([O:10][C@H:11]2[CH2:15][CH2:14][N:13]([C:16]3[CH:21]=[CH:20][C:19]([C:22](=[O:31])[NH:23][C:24]4[CH:29]=[CH:28][CH:27]=[CH:26][C:25]=4[NH2:30])=[CH:18][CH:17]=3)[CH2:12]2)=[CH:6][CH:5]=1.[OH-].[K+]. The yield is 0.210. The product is [NH2:30][C:25]1[CH:26]=[CH:27][CH:28]=[CH:29][C:24]=1[NH:23][C:22]([C:19]1[CH:18]=[CH:17][C:16]([N:13]2[CH2:14][CH2:15][C@H:11]([O:10][C:7]3[CH:6]=[CH:5][C:4]([C:3]([OH:32])=[O:2])=[CH:9][CH:8]=3)[CH2:12]2)=[CH:21][CH:20]=1)=[O:31]. The catalyst is C1COCC1.O.CO.